From a dataset of Peptide-MHC class II binding affinity with 134,281 pairs from IEDB. Regression. Given a peptide amino acid sequence and an MHC pseudo amino acid sequence, predict their binding affinity value. This is MHC class II binding data. The peptide sequence is NKSAFQSSVASGFIG. The MHC is DRB1_0901 with pseudo-sequence DRB1_0901. The binding affinity (normalized) is 0.873.